Dataset: Reaction yield outcomes from USPTO patents with 853,638 reactions. Task: Predict the reaction yield, written as a fraction of the theoretical maximum amount of product (1.0 means a 100% yield; for example, 0.34 means a 34% yield). The reactants are Br[C:2]1[C:3]2[C:4]3[CH:18]=[CH:17][S:16][C:5]=3[C:6](=[O:15])[NH:7][C:8]=2[C:9]([F:14])=[CH:10][C:11]=1[O:12][CH3:13].CC1(C)C(C)(C)OB([C:27]2[CH:41]=[CH:40][C:30]([CH2:31][NH:32][C:33](=[O:39])[O:34][C:35]([CH3:38])([CH3:37])[CH3:36])=[CH:29][CH:28]=2)O1. No catalyst specified. The product is [F:14][C:9]1[C:8]2[NH:7][C:6](=[O:15])[C:5]3[S:16][CH:17]=[CH:18][C:4]=3[C:3]=2[C:2]([C:27]2[CH:41]=[CH:40][C:30]([CH2:31][NH:32][C:33](=[O:39])[O:34][C:35]([CH3:36])([CH3:37])[CH3:38])=[CH:29][CH:28]=2)=[C:11]([O:12][CH3:13])[CH:10]=1. The yield is 0.480.